Task: Predict which catalyst facilitates the given reaction.. Dataset: Catalyst prediction with 721,799 reactions and 888 catalyst types from USPTO (1) Reactant: Cl[C:2]1[N:7]=[C:6]([NH:8][C:9]2[CH:10]=[C:11]([NH:15][C:16](=[O:18])[CH3:17])[CH:12]=[CH:13][CH:14]=2)[C:5]([F:19])=[CH:4][N:3]=1.[CH3:20][O:21][C:22]1[CH:23]=[C:24]([CH:26]=[C:27]([O:31][CH3:32])[C:28]=1[O:29][CH3:30])[NH2:25].Cl.O1CCOCC1. Product: [F:19][C:5]1[C:6]([NH:8][C:9]2[CH:10]=[C:11]([NH:15][C:16](=[O:18])[CH3:17])[CH:12]=[CH:13][CH:14]=2)=[N:7][C:2]([NH:25][C:24]2[CH:26]=[C:27]([O:31][CH3:32])[C:28]([O:29][CH3:30])=[C:22]([O:21][CH3:20])[CH:23]=2)=[N:3][CH:4]=1. The catalyst class is: 41. (2) Reactant: [Si:1]([O:18][C:19]1[CH:27]=[C:26]2[C:22]([CH:23]=[N:24][NH:25]2)=[CH:21][CH:20]=1)([C:14]([CH3:17])([CH3:16])[CH3:15])([C:8]1[CH:13]=[CH:12][CH:11]=[CH:10][CH:9]=1)[C:2]1[CH:7]=[CH:6][CH:5]=[CH:4][CH:3]=1.CC(C)([O-])C.[K+].[Cl:34]N1C(=O)CCC1=O.[Cl-].[NH4+]. Product: [Si:1]([O:18][C:19]1[CH:27]=[C:26]2[C:22]([C:23]([Cl:34])=[N:24][NH:25]2)=[CH:21][CH:20]=1)([C:14]([CH3:17])([CH3:15])[CH3:16])([C:8]1[CH:9]=[CH:10][CH:11]=[CH:12][CH:13]=1)[C:2]1[CH:7]=[CH:6][CH:5]=[CH:4][CH:3]=1. The catalyst class is: 56. (3) Reactant: [CH2:1]1[C:10]2[C:5](=[CH:6][C:7](C(OC)=O)=[CH:8][CH:9]=2)[CH2:4][CH2:3][CH:2]1C(OC)=O.O.O.O.O.C([O-])(=O)C.[Mg+2].C([O-])(=O)C.O.C([O-])(=O)C.[Ca+2].C([O-])(=O)C.P(OCC)(OCC)(OCC)=O.O=[Sb]O[Sb]=O. Product: [CH2:9]1[C:10]2[C:5](=[CH:4][CH:3]=[CH:2][CH:1]=2)[CH2:6][CH2:7][CH2:8]1. The catalyst class is: 196. (4) Reactant: [C:1](Cl)(=[O:11])[CH2:2][CH2:3][CH2:4][CH2:5][CH2:6][CH2:7][CH2:8][CH2:9][CH3:10].[C:13]1([C:19]#[C:20][C:21]2[CH:39]=[CH:38][C:24]([C:25]([NH:27][C:28]3[CH:33]=[CH:32][CH:31]=[CH:30][C:29]=3[S:34](=[O:37])(=[O:36])[NH2:35])=[O:26])=[CH:23][CH:22]=2)[CH:18]=[CH:17][CH:16]=[CH:15][CH:14]=1. Product: [C:13]1([C:19]#[C:20][C:21]2[CH:39]=[CH:38][C:24]([C:25]([NH:27][C:28]3[CH:33]=[CH:32][CH:31]=[CH:30][C:29]=3[S:34]([NH:35][C:1](=[O:11])[CH2:2][CH2:3][CH2:4][CH2:5][CH2:6][CH2:7][CH2:8][CH2:9][CH3:10])(=[O:37])=[O:36])=[O:26])=[CH:23][CH:22]=2)[CH:14]=[CH:15][CH:16]=[CH:17][CH:18]=1. The catalyst class is: 367. (5) Reactant: Br[CH2:2][C:3]([N:5]1[C:13]2[C:8](=[CH:9][C:10]([O:17][CH3:18])=[C:11]([N+:14]([O-])=O)[CH:12]=2)[CH2:7][CH2:6]1)=[O:4].C([O-])([O-])=O.[K+].[K+].[CH3:25][NH:26][CH2:27][CH2:28][CH3:29]. Product: [CH3:18][O:17][C:10]1[CH:9]=[C:8]2[C:13](=[CH:12][C:11]=1[NH2:14])[N:5]([C:3](=[O:4])[CH2:2][N:26]([CH3:25])[CH2:27][CH2:28][CH3:29])[CH2:6][CH2:7]2. The catalyst class is: 4.